This data is from Full USPTO retrosynthesis dataset with 1.9M reactions from patents (1976-2016). The task is: Predict the reactants needed to synthesize the given product. (1) The reactants are: Cl.CO[C:4](=[O:14])[CH2:5][C@H:6]([NH2:13])[C:7]1[CH:12]=[CH:11][CH:10]=[CH:9][CH:8]=1.C(N(CC)CC)C.[F:22][C:23]1([F:32])[CH2:28][CH2:27][CH:26]([C:29](O)=[O:30])[CH2:25][CH2:24]1.C(N=C=NC(C)C)(C)C. Given the product [CH3:4][CH2:5][CH2:6][CH:7]([CH3:12])[CH3:8].[C:7]1([C@@H:6]([NH:13][C:29]([CH:26]2[CH2:27][CH2:28][C:23]([F:32])([F:22])[CH2:24][CH2:25]2)=[O:30])[CH2:5][CH2:4][OH:14])[CH:8]=[CH:9][CH:10]=[CH:11][CH:12]=1, predict the reactants needed to synthesize it. (2) The reactants are: [Cl:1][C:2]1[CH:3]=[CH:4][C:5]([N:32]2[CH:36]=[N:35][N:34]=[N:33]2)=[C:6]([C:8]2[CH:16]=[C:15]3[N:11]([C@H:12]([C:17]4[NH:18][C:19]([C:22]5[CH:27]=[CH:26][C:25]([S@:28]([CH3:30])=[O:29])=[CH:24][CH:23]=5)=[CH:20][N:21]=4)[CH2:13][CH2:14]3)[C:10](=[O:31])[CH:9]=2)[CH:7]=1.[O-2].[Mg+2].FC(F)(F)C([NH2:43])=O.C(OI(C1C=CC=CC=1)OC(=O)C)(=O)C. Given the product [Cl:1][C:2]1[CH:3]=[CH:4][C:5]([N:32]2[CH:36]=[N:35][N:34]=[N:33]2)=[C:6]([C:8]2[CH:16]=[C:15]3[N:11]([C@H:12]([C:17]4[NH:18][C:19]([C:22]5[CH:23]=[CH:24][C:25]([S:28]([CH3:30])(=[NH:43])=[O:29])=[CH:26][CH:27]=5)=[CH:20][N:21]=4)[CH2:13][CH2:14]3)[C:10](=[O:31])[CH:9]=2)[CH:7]=1, predict the reactants needed to synthesize it. (3) Given the product [F:20][C:17]1[CH:18]=[CH:19][C:14]([N:12]2[CH:13]=[C:9]([CH:7]([NH:23][C:24]3[CH:25]=[CH:26][C:27]([C:30]([N:32]([CH3:40])[CH2:33][CH2:34][C:35]([OH:37])=[O:36])=[O:31])=[CH:28][CH:29]=3)[CH:1]3[CH2:6][CH2:5][CH2:4][CH2:3][CH2:2]3)[C:10]([CH3:22])=[N:11]2)=[C:15]([CH3:21])[CH:16]=1, predict the reactants needed to synthesize it. The reactants are: [CH:1]1([CH:7]([C:9]2[C:10]([CH3:22])=[N:11][N:12]([C:14]3[CH:19]=[CH:18][C:17]([F:20])=[CH:16][C:15]=3[CH3:21])[CH:13]=2)O)[CH2:6][CH2:5][CH2:4][CH2:3][CH2:2]1.[NH2:23][C:24]1[CH:29]=[CH:28][C:27]([C:30]([N:32]([CH3:40])[CH2:33][CH2:34][C:35]([O:37]CC)=[O:36])=[O:31])=[CH:26][CH:25]=1. (4) Given the product [C:1]([O:9][CH2:10][C:15]([CH2:11][CH2:12][CH2:13][CH3:14])([CH2:20][CH3:21])[CH2:18][O:19][C:22](=[O:23])[C:2]1[CH:7]=[CH:6][CH:5]=[CH:4][CH:3]=1)(=[O:8])[C:2]1[CH:7]=[CH:6][CH:5]=[CH:4][CH:3]=1, predict the reactants needed to synthesize it. The reactants are: [C:1]([O:9][CH3:10])(=[O:8])[C:2]1[CH:7]=[CH:6][CH:5]=[CH:4][CH:3]=1.[CH2:11]([C:15]([CH2:20][CH3:21])([CH2:18][OH:19])CO)[CH2:12][CH2:13][CH3:14].[CH3:22][O-:23].[K+].